Dataset: Full USPTO retrosynthesis dataset with 1.9M reactions from patents (1976-2016). Task: Predict the reactants needed to synthesize the given product. (1) Given the product [CH:1]1([C:4]2[CH:5]=[C:6]([CH:7]=[O:8])[CH:9]=[C:10]([O:13][CH2:14][CH2:15][CH2:16][O:17][CH3:18])[C:11]=2[C:23]2[CH:24]=[CH:25][C:20]([F:19])=[CH:21][CH:22]=2)[CH2:3][CH2:2]1, predict the reactants needed to synthesize it. The reactants are: [CH:1]1([C:4]2[CH:5]=[C:6]([CH:9]=[C:10]([O:13][CH2:14][CH2:15][CH2:16][O:17][CH3:18])[C:11]=2I)[CH:7]=[O:8])[CH2:3][CH2:2]1.[F:19][C:20]1[CH:25]=[CH:24][C:23](B(O)O)=[CH:22][CH:21]=1. (2) Given the product [CH3:14][C:7]1[CH:6]=[C:5](/[CH:4]=[CH:3]/[C:2]([F:1])([F:16])[F:15])[CH:13]=[CH:12][C:8]=1[C:9]([NH:33][C:24]1[CH:25]=[CH:26][C:27]2[C:32](=[N:31][CH:30]=[CH:29][CH:28]=2)[N:23]=1)=[O:11], predict the reactants needed to synthesize it. The reactants are: [F:1][C:2]([F:16])([F:15])/[CH:3]=[CH:4]/[C:5]1[CH:13]=[CH:12][C:8]([C:9]([OH:11])=O)=[C:7]([CH3:14])[CH:6]=1.C(Cl)(=O)C(Cl)=O.[N:23]1[C:32]2[C:27](=[CH:28][CH:29]=[CH:30][N:31]=2)[CH:26]=[CH:25][C:24]=1[NH2:33]. (3) Given the product [Cl:1][C:2]1[CH:7]=[C:6]([C:21]2[CH:22]=[C:17]([OH:16])[CH:18]=[CH:19][CH:20]=2)[N:5]=[C:4]2[N:9]([CH:13]([CH3:15])[CH3:14])[N:10]=[C:11]([CH3:12])[C:3]=12, predict the reactants needed to synthesize it. The reactants are: [Cl:1][C:2]1[CH:7]=[C:6](Cl)[N:5]=[C:4]2[N:9]([CH:13]([CH3:15])[CH3:14])[N:10]=[C:11]([CH3:12])[C:3]=12.[OH:16][C:17]1[CH:18]=[C:19](B(O)O)[CH:20]=[CH:21][CH:22]=1.C([O-])(O)=O.[Na+]. (4) Given the product [Cl:1][C:2]1[C:3]([NH:16][CH:17]([CH3:18])[CH3:19])=[CH:4][C:5]([NH2:8])=[CH:6][CH:7]=1, predict the reactants needed to synthesize it. The reactants are: [Cl:1][C:2]1[CH:7]=[CH:6][C:5]([NH:8]C(=O)OC(C)(C)C)=[CH:4][C:3]=1[NH:16][CH:17]([CH3:19])[CH3:18].NC1C=C(NC(=O)OC(C)(C)C)C=CC=1Cl.C([BH3-])#N.[Na+]. (5) Given the product [F:1][C:2]1[CH:10]=[C:9]2[C:5]([C:6]([C:11]3[CH:12]=[CH:13][C:14]([NH:17][C:25](=[O:26])[CH2:24][CH2:23][NH:22][S:19]([CH3:18])(=[O:21])=[O:20])=[N:15][CH:16]=3)=[CH:7][NH:8]2)=[CH:4][CH:3]=1, predict the reactants needed to synthesize it. The reactants are: [F:1][C:2]1[CH:10]=[C:9]2[C:5]([C:6]([C:11]3[CH:12]=[CH:13][C:14]([NH2:17])=[N:15][CH:16]=3)=[CH:7][NH:8]2)=[CH:4][CH:3]=1.[CH3:18][S:19]([NH:22][CH2:23][CH2:24][C:25](O)=[O:26])(=[O:21])=[O:20]. (6) Given the product [Cl:35][C:32]1[CH:31]=[CH:30][C:29]([C:26]2[S:27][CH:28]=[C:24]([CH2:23][S:22][C:4]3[C:5]([C:20]#[N:21])=[C:6]([C:10]4[CH:11]=[CH:12][C:13]([O:16][CH2:17][CH2:18][OH:19])=[CH:14][CH:15]=4)[C:7]([C:8]#[N:9])=[C:2]([N:38]([CH2:36][CH3:37])[CH3:39])[N:3]=3)[N:25]=2)=[CH:34][CH:33]=1, predict the reactants needed to synthesize it. The reactants are: Cl[C:2]1[C:7]([C:8]#[N:9])=[C:6]([C:10]2[CH:15]=[CH:14][C:13]([O:16][CH2:17][CH2:18][OH:19])=[CH:12][CH:11]=2)[C:5]([C:20]#[N:21])=[C:4]([S:22][CH2:23][C:24]2[N:25]=[C:26]([C:29]3[CH:34]=[CH:33][C:32]([Cl:35])=[CH:31][CH:30]=3)[S:27][CH:28]=2)[N:3]=1.[CH2:36]([NH:38][CH3:39])[CH3:37].O. (7) The reactants are: [CH2:1]1[C:10]2[C:5](=[CH:6][CH:7]=[CH:8][CH:9]=2)[CH2:4][CH2:3][NH:2]1.C[O:12][C:13]1C=CC=C[C:14]=1N1CCN(CCO)CC1. Given the product [CH2:1]1[C:10]2[C:5](=[CH:6][CH:7]=[CH:8][CH:9]=2)[CH2:4][CH2:3][N:2]1[CH2:14][CH2:13][OH:12], predict the reactants needed to synthesize it. (8) Given the product [ClH:16].[CH3:1][N:2]1[C:8]([C:10]2[CH:15]=[CH:14][CH:13]=[CH:12][CH:11]=2)=[CH:7][S:6][C:3]1=[N:4][NH2:5], predict the reactants needed to synthesize it. The reactants are: [CH3:1][NH:2][C:3](=[S:6])[NH:4][NH2:5].[CH2:7]([Cl:16])[C:8]([C:10]1[CH:15]=[CH:14][CH:13]=[CH:12][CH:11]=1)=O. (9) Given the product [Cl:23][C:15]1[N:16]=[N:17][CH:18]=[C:13]2[CH:12]=[C:11]([C:3]3[CH:4]=[C:5]([CH:9]=[CH:10][C:2]=3[CH3:1])[C:6]([NH:29][CH:26]3[CH2:28][CH2:27]3)=[O:8])[S:20][C:14]=12, predict the reactants needed to synthesize it. The reactants are: [CH3:1][C:2]1[CH:10]=[CH:9][C:5]([C:6]([OH:8])=O)=[CH:4][C:3]=1[C:11]1[S:20][C:14]2[C:15](=O)[NH:16][N:17]=[CH:18][C:13]=2[CH:12]=1.P(Cl)(Cl)([Cl:23])=O.[CH:26]1([NH2:29])[CH2:28][CH2:27]1.